This data is from Acute oral toxicity (LD50) regression data from Zhu et al.. The task is: Regression/Classification. Given a drug SMILES string, predict its toxicity properties. Task type varies by dataset: regression for continuous values (e.g., LD50, hERG inhibition percentage) or binary classification for toxic/non-toxic outcomes (e.g., AMES mutagenicity, cardiotoxicity, hepatotoxicity). Dataset: ld50_zhu. (1) The drug is CN1C(C(=O)Nc2ccccn2)=C(O)c2ccccc2S1(=O)=O. The rat oral LD50 is 3.19, given as -log10 of the dose in mol/kg body weight (higher means more acutely toxic). (2) The molecule is CC(C)CC=O. The rat oral LD50 is 1.19, given as -log10 of the dose in mol/kg body weight (higher means more acutely toxic). (3) The compound is N#CCCC1CN2CCc3cc4c(cc3C2CC1=O)OCO4. The rat oral LD50 is 2.33, given as -log10 of the dose in mol/kg body weight (higher means more acutely toxic).